Task: Predict the product of the given reaction.. Dataset: Forward reaction prediction with 1.9M reactions from USPTO patents (1976-2016) (1) Given the reactants [C:1](=[O:4])([O-])[O-].[K+].[K+].[C:7]1([CH3:18])[CH:12]=[CH:11][C:10](S(OC)(=O)=O)=[CH:9][CH:8]=1.[CH3:19]N(C=O)C.[N:24]1([CH2:29][CH2:30][O:31][C:32]2[CH:37]=[CH:36][C:35]([N:38]3[CH:43]=[CH:42][CH:41]=[CH:40][C:39]3=[O:44])=[CH:34][CH:33]=2)[CH2:28][CH2:27][CH2:26][CH2:25]1, predict the reaction product. The product is: [CH3:1][O:4][C:10]1[CH:9]=[CH:8][C:7](/[CH:18]=[CH:19]/[C:41]2[CH:42]=[CH:43][N:38]([C:35]3[CH:36]=[CH:37][C:32]([O:31][CH2:30][CH2:29][N:24]4[CH2:28][CH2:27][CH2:26][CH2:25]4)=[CH:33][CH:34]=3)[C:39](=[O:44])[CH:40]=2)=[CH:12][CH:11]=1. (2) Given the reactants [N+:1]([O-])([O-])=[O:2].[U+2:5](=O)=[O:6].[N+:8]([O-])([O-])=[O:9].N, predict the reaction product. The product is: [NH4+:1].[NH4+:8].[O-2:2].[O-2:6].[O-2:9].[O-2:2].[O-2:2].[O-2:2].[O-2:2].[U:5].[U:5].